From a dataset of Full USPTO retrosynthesis dataset with 1.9M reactions from patents (1976-2016). Predict the reactants needed to synthesize the given product. (1) Given the product [CH:18]1([C:23]2[CH:31]=[CH:30][CH:29]=[CH:28][C:24]=2[C:25]([N:5]([CH2:4][CH:1]2[CH2:2][CH2:3]2)[C@H:6]2[CH2:10][CH2:9][N:8]([C:11]([O:13][C:14]([CH3:17])([CH3:16])[CH3:15])=[O:12])[CH2:7]2)=[O:26])[CH2:19][CH2:20][CH2:21][CH2:22]1, predict the reactants needed to synthesize it. The reactants are: [CH:1]1([CH2:4][NH:5][C@H:6]2[CH2:10][CH2:9][N:8]([C:11]([O:13][C:14]([CH3:17])([CH3:16])[CH3:15])=[O:12])[CH2:7]2)[CH2:3][CH2:2]1.[CH:18]1([C:23]2[CH:31]=[CH:30][CH:29]=[CH:28][C:24]=2[C:25](O)=[O:26])[CH2:22][CH2:21][CH2:20][CH2:19]1.C(N(CC)CC)C. (2) Given the product [NH2:13][C:14]1[C:22]([Cl:23])=[CH:21][C:17]([C:18](=[O:20])[CH2:31][C:30]([O:29][CH2:27][CH3:28])=[O:35])=[C:16]([O:24][CH3:25])[CH:15]=1, predict the reactants needed to synthesize it. The reactants are: C1N=CN(C(N2C=NC=C2)=O)C=1.[NH2:13][C:14]1[C:22]([Cl:23])=[CH:21][C:17]([C:18]([OH:20])=O)=[C:16]([O:24][CH3:25])[CH:15]=1.[K+].[CH2:27]([O:29][C:30](=[O:35])[CH2:31]C([O-])=O)[CH3:28].[Mg+2].[Cl-].[Cl-]. (3) Given the product [Br:3][C:4]1[CH:5]=[N:6][N:7]([C:16]([Br:17])([F:20])[F:19])[CH:8]=1, predict the reactants needed to synthesize it. The reactants are: [H-].[Na+].[Br:3][C:4]1[CH:5]=[N:6][NH:7][CH:8]=1.CC(C)=O.C(=O)=O.[C:16]([F:20])([F:19])(Br)[Br:17].